This data is from NCI-60 drug combinations with 297,098 pairs across 59 cell lines. The task is: Regression. Given two drug SMILES strings and cell line genomic features, predict the synergy score measuring deviation from expected non-interaction effect. (1) Drug 1: C1CC(=O)NC(=O)C1N2CC3=C(C2=O)C=CC=C3N. Drug 2: CCC1=C2CN3C(=CC4=C(C3=O)COC(=O)C4(CC)O)C2=NC5=C1C=C(C=C5)O. Cell line: MDA-MB-231. Synergy scores: CSS=23.0, Synergy_ZIP=-8.30, Synergy_Bliss=-6.46, Synergy_Loewe=-15.8, Synergy_HSA=-4.52. (2) Drug 1: CC1C(C(CC(O1)OC2CC(OC(C2O)C)OC3=CC4=CC5=C(C(=O)C(C(C5)C(C(=O)C(C(C)O)O)OC)OC6CC(C(C(O6)C)O)OC7CC(C(C(O7)C)O)OC8CC(C(C(O8)C)O)(C)O)C(=C4C(=C3C)O)O)O)O. Drug 2: C#CCC(CC1=CN=C2C(=N1)C(=NC(=N2)N)N)C3=CC=C(C=C3)C(=O)NC(CCC(=O)O)C(=O)O. Cell line: HT29. Synergy scores: CSS=19.3, Synergy_ZIP=-0.204, Synergy_Bliss=-1.22, Synergy_Loewe=-5.91, Synergy_HSA=-3.19. (3) Drug 1: C1CN1P(=S)(N2CC2)N3CC3. Drug 2: CCC1(CC2CC(C3=C(CCN(C2)C1)C4=CC=CC=C4N3)(C5=C(C=C6C(=C5)C78CCN9C7C(C=CC9)(C(C(C8N6C=O)(C(=O)OC)O)OC(=O)C)CC)OC)C(=O)OC)O.OS(=O)(=O)O. Cell line: HOP-92. Synergy scores: CSS=28.6, Synergy_ZIP=-2.84, Synergy_Bliss=0.890, Synergy_Loewe=2.05, Synergy_HSA=4.03. (4) Drug 1: CN(C)N=NC1=C(NC=N1)C(=O)N. Drug 2: C1CC(=O)NC(=O)C1N2C(=O)C3=CC=CC=C3C2=O. Cell line: HCT116. Synergy scores: CSS=20.8, Synergy_ZIP=9.91, Synergy_Bliss=19.3, Synergy_Loewe=18.5, Synergy_HSA=19.4. (5) Drug 1: CC=C1C(=O)NC(C(=O)OC2CC(=O)NC(C(=O)NC(CSSCCC=C2)C(=O)N1)C(C)C)C(C)C. Drug 2: CC1=C(N=C(N=C1N)C(CC(=O)N)NCC(C(=O)N)N)C(=O)NC(C(C2=CN=CN2)OC3C(C(C(C(O3)CO)O)O)OC4C(C(C(C(O4)CO)O)OC(=O)N)O)C(=O)NC(C)C(C(C)C(=O)NC(C(C)O)C(=O)NCCC5=NC(=CS5)C6=NC(=CS6)C(=O)NCCC[S+](C)C)O. Cell line: HCT-15. Synergy scores: CSS=21.0, Synergy_ZIP=-3.19, Synergy_Bliss=5.73, Synergy_Loewe=4.72, Synergy_HSA=3.11. (6) Drug 1: CC1=C(C(=O)C2=C(C1=O)N3CC4C(C3(C2COC(=O)N)OC)N4)N. Drug 2: C(CCl)NC(=O)N(CCCl)N=O. Cell line: EKVX. Synergy scores: CSS=-0.0380, Synergy_ZIP=2.30, Synergy_Bliss=3.82, Synergy_Loewe=-1.30, Synergy_HSA=-1.15.